This data is from Full USPTO retrosynthesis dataset with 1.9M reactions from patents (1976-2016). The task is: Predict the reactants needed to synthesize the given product. (1) Given the product [CH:21]1([C:24]#[C:25][C:5]2[CH:4]=[C:3]([O:2][CH3:1])[CH:12]=[CH:11][C:6]=2[C:7]([O:9][CH3:10])=[O:8])[CH2:23][CH2:22]1, predict the reactants needed to synthesize it. The reactants are: [CH3:1][O:2][C:3]1[CH:12]=[CH:11][C:6]([C:7]([O:9][CH3:10])=[O:8])=[C:5](OS(C(F)(F)F)(=O)=O)[CH:4]=1.[CH:21]1([C:24]#[CH:25])[CH2:23][CH2:22]1. (2) The reactants are: [OH-].[Na+].Cl[CH2:4][CH:5]([OH:13])[CH2:6][C:7]1[CH:12]=[CH:11][CH:10]=[CH:9][CH:8]=1.S(O)(O)(=O)=O.[NH2:19][CH2:20][CH3:21].C1(C)C=CC=CC=1. Given the product [CH2:6]([CH:5]1[O:13][CH2:21][CH2:20][NH:19][CH2:4]1)[C:7]1[CH:12]=[CH:11][CH:10]=[CH:9][CH:8]=1, predict the reactants needed to synthesize it. (3) The reactants are: O1CCOCC1.[F:7][CH:8]1[C:13](=[O:14])[CH2:12][CH2:11][NH:10][CH2:9]1.F[C:16]1[C:17]([N+:22]([O-:24])=[O:23])=[N:18][CH:19]=[CH:20][CH:21]=1.C(N(C(C)C)CC)(C)C. Given the product [F:7][CH:8]1[C:13](=[O:14])[CH2:12][CH2:11][N:10]([C:16]2[C:17]([N+:22]([O-:24])=[O:23])=[N:18][CH:19]=[CH:20][CH:21]=2)[CH2:9]1, predict the reactants needed to synthesize it. (4) Given the product [O:28]=[C:29]([N:43]1[CH2:48][CH2:47][N:46]2[C:49]([C:52]([F:55])([F:54])[F:53])=[N:50][N:51]=[C:45]2[CH2:44]1)[CH2:30][C@@H:31]([NH2:42])[CH2:32][C:33]1[CH:38]=[C:37]([F:39])[C:36]([F:40])=[CH:35][C:34]=1[F:41], predict the reactants needed to synthesize it. The reactants are: O.C([C@@](C(O)=O)(O)[C@@](C(=O)C1C=CC=CC=1)(O)C(O)=O)(=O)C1C=CC=CC=1.[O:28]=[C:29]([N:43]1[CH2:48][CH2:47][N:46]2[C:49]([C:52]([F:55])([F:54])[F:53])=[N:50][N:51]=[C:45]2[CH2:44]1)[CH2:30][CH:31]([NH2:42])[CH2:32][C:33]1[CH:38]=[C:37]([F:39])[C:36]([F:40])=[CH:35][C:34]=1[F:41].C([C@@](C(O)=O)(O)[C@@](C(=O)C1C=CC=CC=1)(O)C(O)=O)(=O)C1C=CC=CC=1.O=C(N1CCN2C(C(F)(F)F)=NN=C2C1)C[C@H](N)CC1C=C(F)C(F)=CC=1F.